This data is from Catalyst prediction with 721,799 reactions and 888 catalyst types from USPTO. The task is: Predict which catalyst facilitates the given reaction. (1) Reactant: [NH2:1][C:2]1[C:7]([NH2:8])=[CH:6][CH:5]=[C:4]([N+:9]([O-:11])=[O:10])[C:3]=1[CH3:12].[CH:13](O)=O.Cl.[OH-].[NH4+]. Product: [CH3:12][C:3]1[C:2]2[NH:1][CH:13]=[N:8][C:7]=2[CH:6]=[CH:5][C:4]=1[N+:9]([O-:11])=[O:10]. The catalyst class is: 6. (2) Reactant: [C:1]1([CH:7]([O:37]C(=O)C)[C:8](=[O:36])[NH:9][C:10]2[S:11][C:12]3[CH:18]=[CH:17][CH:16]=[C:15]([O:19][C:20]4[CH:25]=[C:24]([C:26]5[CH:31]=[CH:30][C:29]([C:32]([F:35])([F:34])[F:33])=[CH:28][CH:27]=5)[N:23]=[CH:22][N:21]=4)[C:13]=3[N:14]=2)[CH:6]=[CH:5][CH:4]=[CH:3][CH:2]=1.C(=O)([O-])[O-].[K+].[K+]. Product: [OH:37][CH:7]([C:1]1[CH:2]=[CH:3][CH:4]=[CH:5][CH:6]=1)[C:8]([NH:9][C:10]1[S:11][C:12]2[CH:18]=[CH:17][CH:16]=[C:15]([O:19][C:20]3[CH:25]=[C:24]([C:26]4[CH:27]=[CH:28][C:29]([C:32]([F:33])([F:34])[F:35])=[CH:30][CH:31]=4)[N:23]=[CH:22][N:21]=3)[C:13]=2[N:14]=1)=[O:36]. The catalyst class is: 5. (3) Reactant: [O:1]1[CH2:6][CH:5]=[C:4]([C:7]2[CH:12]=[CH:11][C:10]([N:13]3[CH2:17][C@H:16]([CH2:18][NH:19][C:20](=[O:22])[CH3:21])[O:15][C:14]3=[O:23])=[CH:9][C:8]=2[F:24])[CH2:3][CH2:2]1. Product: [O:1]1[CH2:6][CH2:5][CH:4]([C:7]2[CH:12]=[CH:11][C:10]([N:13]3[CH2:17][C@H:16]([CH2:18][NH:19][C:20](=[O:22])[CH3:21])[O:15][C:14]3=[O:23])=[CH:9][C:8]=2[F:24])[CH2:3][CH2:2]1. The catalyst class is: 19. (4) Reactant: C(OC(C1C=C([C:12]2[CH:17]=[CH:16][C:15]([CH2:18][S:19][CH2:20][CH2:21][O:22][C:23]3[CH:28]=[CH:27][CH:26]=[CH:25][CH:24]=3)=[CH:14][CH:13]=2)C=CC=1)=O)C.[CH2:29]([O:31][C:32]([C:34]1[C:35](C2C=CC=C(CSCCO)C=2)=[CH:36][CH:37]=[CH:38][CH:39]=1)=[O:33])[CH3:30].C1(O)C=CC=CC=1.C1(P(C2C=CC=CC=2)C2C=CC=CC=2)C=CC=CC=1. Product: [CH2:29]([O:31][C:32]([C:34]1[C:39]([C:17]2[CH:12]=[CH:13][CH:14]=[C:15]([CH2:18][S:19][CH2:20][CH2:21][O:22][C:23]3[CH:24]=[CH:25][CH:26]=[CH:27][CH:28]=3)[CH:16]=2)=[CH:38][CH:37]=[CH:36][CH:35]=1)=[O:33])[CH3:30]. The catalyst class is: 1. (5) Reactant: [C:1]([O:5][C:6](=[O:30])[CH2:7][C:8]1[CH:23]=[CH:22][C:11]([O:12][C:13]2[CH:21]=[CH:20][C:16]([C:17]([OH:19])=O)=[CH:15][CH:14]=2)=[C:10]([CH2:24][NH:25][S:26]([CH3:29])(=[O:28])=[O:27])[CH:9]=1)([CH3:4])([CH3:3])[CH3:2].C(Cl)(=O)C(Cl)=O.[Cl:37][C:38]1[CH:39]=[C:40]([NH2:45])[CH:41]=[CH:42][C:43]=1[Cl:44]. The catalyst class is: 59. Product: [Cl:37][C:38]1[CH:39]=[C:40]([NH:45][C:17]([C:16]2[CH:15]=[CH:14][C:13]([O:12][C:11]3[CH:22]=[CH:23][C:8]([CH2:7][C:6]([O:5][C:1]([CH3:4])([CH3:2])[CH3:3])=[O:30])=[CH:9][C:10]=3[CH2:24][NH:25][S:26]([CH3:29])(=[O:27])=[O:28])=[CH:21][CH:20]=2)=[O:19])[CH:41]=[CH:42][C:43]=1[Cl:44]. (6) Reactant: Br[C:2]1[N:7]=[C:6]2[N:8]([CH2:11][C:12]3[C:13]([F:23])=[C:14]4[C:19](=[CH:20][C:21]=3[F:22])[N:18]=[CH:17][CH:16]=[CH:15]4)[N:9]=[N:10][C:5]2=[N:4][CH:3]=1.C([Sn](CCCC)(CCCC)[C:29]([O:31][CH2:32][CH3:33])=[CH2:30])CCC. Product: [CH2:32]([O:31][C:29]([C:2]1[N:7]=[C:6]2[N:8]([CH2:11][C:12]3[C:13]([F:23])=[C:14]4[C:19](=[CH:20][C:21]=3[F:22])[N:18]=[CH:17][CH:16]=[CH:15]4)[N:9]=[N:10][C:5]2=[N:4][CH:3]=1)=[CH2:30])[CH3:33]. The catalyst class is: 128. (7) Reactant: [C:1]1([C:7]2([C:10]([N:12]3[CH2:16][CH2:15][CH2:14][CH2:13]3)=[O:11])[CH2:9][CH2:8]2)[CH:6]=[CH:5][CH:4]=[CH:3][CH:2]=1.S(=O)(=O)(O)O.[I:22](O)(=O)(=O)=O.II.S(S([O-])=O)([O-])(=O)=O.[Na+].[Na+]. Product: [I:22][C:4]1[CH:3]=[CH:2][C:1]([C:7]2([C:10]([N:12]3[CH2:16][CH2:15][CH2:14][CH2:13]3)=[O:11])[CH2:8][CH2:9]2)=[CH:6][CH:5]=1. The catalyst class is: 86.